From a dataset of Full USPTO retrosynthesis dataset with 1.9M reactions from patents (1976-2016). Predict the reactants needed to synthesize the given product. (1) Given the product [Cl:19][C:15]1[CH:16]=[CH:17][CH:18]=[C:13]([Cl:12])[C:14]=1[C:20]1[CH:24]=[C:23]([C:25]2[CH:30]=[C:29]([NH:31][CH2:32][CH2:33][C:3]([O:7][CH:8]([CH3:9])[CH3:10])=[O:11])[CH:28]=[CH:27][N:26]=2)[O:22][N:21]=1, predict the reactants needed to synthesize it. The reactants are: [I-].[Na+].[C:3](=[O:11])([O:7][CH:8]([CH3:10])[CH3:9])OCCl.[Cl:12][C:13]1[CH:18]=[CH:17][CH:16]=[C:15]([Cl:19])[C:14]=1[C:20]1[CH:24]=[C:23]([C:25]2[CH:30]=[C:29]([NH2:31])[CH:28]=[CH:27][N:26]=2)[O:22][N:21]=1.[CH3:32][C:33](C)=O. (2) Given the product [Br:1][C:28]1[O:27][C:31]2[CH:32]=[CH:33][CH:34]=[CH:35][C:30]=2[C:29]=1[CH:36]([O:42][C:43]([CH3:45])([CH3:44])[CH3:46])[C:37]([O:39][CH2:40][CH3:41])=[O:38], predict the reactants needed to synthesize it. The reactants are: [Br:1]N1C(=O)CCC1=O.N(C1(C#N)CCCCC1)=NC1(C#N)CCCCC1.[O:27]1[C:31]2[CH:32]=[CH:33][CH:34]=[CH:35][C:30]=2[C:29]([CH:36]([O:42][C:43]([CH3:46])([CH3:45])[CH3:44])[C:37]([O:39][CH2:40][CH3:41])=[O:38])=[CH:28]1.O. (3) Given the product [OH:15][C:16]1([C:2]2[CH:7]=[CH:6][C:5]([O:8][CH3:9])=[CH:4][CH:3]=2)[CH2:22][CH2:21][CH2:20][CH2:19][N:18]([C:23]([O:25][C:26]([CH3:29])([CH3:28])[CH3:27])=[O:24])[CH2:17]1, predict the reactants needed to synthesize it. The reactants are: Br[C:2]1[CH:7]=[CH:6][C:5]([O:8][CH3:9])=[CH:4][CH:3]=1.C([Li])CCC.[O:15]=[C:16]1[CH2:22][CH2:21][CH2:20][CH2:19][N:18]([C:23]([O:25][C:26]([CH3:29])([CH3:28])[CH3:27])=[O:24])[CH2:17]1. (4) Given the product [Cl:26][C:27]1[N:35]=[C:34]2[C:30]([N:31]([CH2:36][C:37]3[CH:42]=[CH:41][C:40]([C:43]([F:46])([F:44])[F:45])=[CH:39][CH:38]=3)[C:32]([C:64]3[CH:63]=[C:62]([CH:59]([CH3:61])[CH3:60])[CH:67]=[CH:66][N:65]=3)=[N:33]2)=[C:29]([NH:47][C@@H:48]([CH:55]2[CH2:58][CH2:57][CH2:56]2)[CH2:49][CH2:50][C:51]([O:53][CH3:54])=[O:52])[N:28]=1, predict the reactants needed to synthesize it. The reactants are: C12(P(C34CC5CC(CC(C5)C3)C4)CCCC)CC3CC(CC(C3)C1)C2.[Cl:26][C:27]1[N:35]=[C:34]2[C:30]([N:31]([CH2:36][C:37]3[CH:42]=[CH:41][C:40]([C:43]([F:46])([F:45])[F:44])=[CH:39][CH:38]=3)[CH:32]=[N:33]2)=[C:29]([NH:47][C@@H:48]([CH:55]2[CH2:58][CH2:57][CH2:56]2)[CH2:49][CH2:50][C:51]([O:53][CH3:54])=[O:52])[N:28]=1.[CH:59]([C:62]1[CH:67]=[CH:66][N:65]=[C:64](Br)[CH:63]=1)([CH3:61])[CH3:60].[F-].[Cs+].C(O)(=O)C(C)(C)C.